Dataset: Choline transporter screen with 302,306 compounds. Task: Binary Classification. Given a drug SMILES string, predict its activity (active/inactive) in a high-throughput screening assay against a specified biological target. (1) The molecule is S(=O)(=O)(N(CCc1ccccc1)CC(=O)Nc1cc2OCOc2cc1)C. The result is 0 (inactive). (2) The result is 0 (inactive). The compound is S(=O)(=O)(/C(C(=O)c1ccc(OC)cc1)=C\N(C)C)c1ccccc1. (3) The compound is S(CC(N1CCN(CCC1=O)CCc1ccccc1)Cc1ccccc1)c1ccccc1. The result is 0 (inactive). (4) The molecule is Brc1ccc(SCC(=O)N2CCC(CC2)C(OCC)=O)cc1. The result is 0 (inactive). (5) The drug is S=c1n(N\C=C2\C=C(OC)C(=O)C(OC)=C2)c(n[nH]1)c1ccccc1. The result is 0 (inactive).